Dataset: Peptide-MHC class I binding affinity with 185,985 pairs from IEDB/IMGT. Task: Regression. Given a peptide amino acid sequence and an MHC pseudo amino acid sequence, predict their binding affinity value. This is MHC class I binding data. (1) The peptide sequence is RVRSMANVY. The MHC is HLA-B15:42 with pseudo-sequence HLA-B15:42. The binding affinity (normalized) is 0.213. (2) The peptide sequence is STEIGLLVG. The MHC is HLA-A31:01 with pseudo-sequence HLA-A31:01. The binding affinity (normalized) is 0.0847. (3) The peptide sequence is EIKAEMQLK. The MHC is HLA-A33:01 with pseudo-sequence HLA-A33:01. The binding affinity (normalized) is 0.323. (4) The peptide sequence is MQSYNSVPI. The MHC is HLA-A30:01 with pseudo-sequence HLA-A30:01. The binding affinity (normalized) is 0.214. (5) The peptide sequence is MQLAKEHNF. The MHC is HLA-A23:01 with pseudo-sequence HLA-A23:01. The binding affinity (normalized) is 0.686. (6) The peptide sequence is RYLALYNKY. The MHC is HLA-A01:01 with pseudo-sequence HLA-A01:01. The binding affinity (normalized) is 0.190. (7) The peptide sequence is MPNQAQMRI. The MHC is HLA-B07:02 with pseudo-sequence HLA-B07:02. The binding affinity (normalized) is 0.409. (8) The peptide sequence is EMDKDDESLI. The MHC is HLA-A68:02 with pseudo-sequence HLA-A68:02. The binding affinity (normalized) is 0. (9) The peptide sequence is RCWLIKNNSY. The MHC is HLA-A01:01 with pseudo-sequence HLA-A01:01. The binding affinity (normalized) is 0.0451. (10) The peptide sequence is NSEYIESKAK. The MHC is HLA-A11:01 with pseudo-sequence HLA-A11:01. The binding affinity (normalized) is 0.299.